Dataset: NCI-60 drug combinations with 297,098 pairs across 59 cell lines. Task: Regression. Given two drug SMILES strings and cell line genomic features, predict the synergy score measuring deviation from expected non-interaction effect. Drug 2: C(CCl)NC(=O)N(CCCl)N=O. Cell line: OVCAR-8. Drug 1: CCC1(CC2CC(C3=C(CCN(C2)C1)C4=CC=CC=C4N3)(C5=C(C=C6C(=C5)C78CCN9C7C(C=CC9)(C(C(C8N6C=O)(C(=O)OC)O)OC(=O)C)CC)OC)C(=O)OC)O.OS(=O)(=O)O. Synergy scores: CSS=1.21, Synergy_ZIP=-2.87, Synergy_Bliss=-3.54, Synergy_Loewe=-7.95, Synergy_HSA=-4.08.